This data is from Forward reaction prediction with 1.9M reactions from USPTO patents (1976-2016). The task is: Predict the product of the given reaction. (1) Given the reactants [Br:1][C:2]1[CH:3]=[C:4]([CH:19]=[CH:20][C:21]=1F)[C:5]([NH:7][C:8]1[CH:13]=[CH:12][C:11]([O:14][C:15]([Cl:18])([F:17])[F:16])=[CH:10][CH:9]=1)=[O:6].[NH:23]1[CH2:27][C@H:26]([OH:28])[C@@H:25]([OH:29])[CH2:24]1, predict the reaction product. The product is: [Br:1][C:2]1[CH:3]=[C:4]([CH:19]=[CH:20][C:21]=1[N:23]1[CH2:27][C@H:26]([OH:28])[C@@H:25]([OH:29])[CH2:24]1)[C:5]([NH:7][C:8]1[CH:13]=[CH:12][C:11]([O:14][C:15]([Cl:18])([F:17])[F:16])=[CH:10][CH:9]=1)=[O:6]. (2) Given the reactants CN(C)[CH:3]=[CH:4][C:5]1[CH:12]=[CH:11][C:8]([C:9]#[N:10])=[CH:7][C:6]=1[N+:13]([O-])=O, predict the reaction product. The product is: [C:9]([C:8]1[CH:7]=[C:6]2[C:5]([CH:4]=[CH:3][NH:13]2)=[CH:12][CH:11]=1)#[N:10]. (3) Given the reactants [F:1][C:2]([F:23])([F:22])[C:3]1[CH:4]=[C:5]([C:9]2[C:17]3[C:12](=[CH:13][C:14]([C:18]([O:20][CH3:21])=[O:19])=[CH:15][CH:16]=3)[NH:11][CH:10]=2)[CH:6]=[CH:7][CH:8]=1.[H-].[Na+].[CH3:26]I, predict the reaction product. The product is: [F:23][C:2]([F:22])([F:1])[C:3]1[CH:4]=[C:5]([C:9]2[C:17]3[C:12](=[CH:13][C:14]([C:18]([O:20][CH3:21])=[O:19])=[CH:15][CH:16]=3)[N:11]([CH3:26])[CH:10]=2)[CH:6]=[CH:7][CH:8]=1. (4) Given the reactants O=[C:2]([CH:8]1[CH2:16][CH2:15][C:14]2[C:10](=[CH:11][N:12](C(C3C=CC=CC=3)(C3C=CC=CC=3)C3C=CC=CC=3)[N:13]=2)[C:9]1=O)[C:3]([O:5][CH2:6][CH3:7])=[O:4].Cl.[CH3:38][O:39][C:40]1[CH:45]=[CH:44][C:43]([NH:46][NH2:47])=[CH:42][CH:41]=1, predict the reaction product. The product is: [CH3:38][O:39][C:40]1[CH:45]=[CH:44][C:43]([N:46]2[C:9]3[C:10]4[CH:11]=[N:12][NH:13][C:14]=4[CH2:15][CH2:16][C:8]=3[C:2]([C:3]([O:5][CH2:6][CH3:7])=[O:4])=[N:47]2)=[CH:42][CH:41]=1. (5) Given the reactants [F:1][C:2]([F:31])([F:30])[C:3]1[CH:4]=[C:5]([NH:13][C:14](SC)=[C:15]([S:18]([C:21]2[CH:26]=[CH:25][C:24]([Cl:27])=[CH:23][CH:22]=2)(=[O:20])=[O:19])[C:16]#[N:17])[CH:6]=[C:7]([C:9]([F:12])([F:11])[F:10])[CH:8]=1.[CH3:32][C@H:33]([NH2:37])[CH:34]([CH3:36])[CH3:35], predict the reaction product. The product is: [F:31][C:2]([F:30])([F:1])[C:3]1[CH:4]=[C:5]([NH:13][C:14]([NH:37][C@@H:33]([CH3:32])[CH:34]([CH3:36])[CH3:35])=[C:15]([S:18]([C:21]2[CH:26]=[CH:25][C:24]([Cl:27])=[CH:23][CH:22]=2)(=[O:19])=[O:20])[C:16]#[N:17])[CH:6]=[C:7]([C:9]([F:12])([F:11])[F:10])[CH:8]=1.